Dataset: CYP2C19 inhibition data for predicting drug metabolism from PubChem BioAssay. Task: Regression/Classification. Given a drug SMILES string, predict its absorption, distribution, metabolism, or excretion properties. Task type varies by dataset: regression for continuous measurements (e.g., permeability, clearance, half-life) or binary classification for categorical outcomes (e.g., BBB penetration, CYP inhibition). Dataset: cyp2c19_veith. (1) The compound is COC(=O)Cn1c(C(=O)N2CCCC2)cc2c1C[C@H]1CN(C(=O)c3ccccc3)[C@@](Cc3ccccc3)(C(=O)OC)[C@@H]21. The result is 1 (inhibitor). (2) The drug is CC(=O)N1CCC[C@@]2(CCN(C(=O)Nc3cccc(C#N)c3)C2)C1. The result is 0 (non-inhibitor). (3) The molecule is CC(NC(=O)OCc1ccccc1)C(=O)NCC1CCCO1. The result is 0 (non-inhibitor). (4) The drug is CCOC(=O)CN1C(=O)S/C(=C/c2ccc(N3CCCCC3)o2)C1=O. The result is 1 (inhibitor). (5) The drug is Cn1cccc1C(=O)N1CCC2(CC1)CCN(c1ncccn1)CC2. The result is 0 (non-inhibitor).